Dataset: Reaction yield outcomes from USPTO patents with 853,638 reactions. Task: Predict the reaction yield, written as a fraction of the theoretical maximum amount of product (1.0 means a 100% yield; for example, 0.34 means a 34% yield). (1) The reactants are [CH2:1]([O:8][C:9]1[C:10]([C:30]([O:32][C:33]([CH3:36])([CH3:35])[CH3:34])=[O:31])=[N:11][C:12]([CH2:16][CH:17]2[CH2:22][CH2:21][N:20]([C:23]([O:25][C:26]([CH3:29])([CH3:28])[CH3:27])=[O:24])[CH2:19][CH2:18]2)=[N:13][C:14]=1[OH:15])[C:2]1[CH:7]=[CH:6][CH:5]=[CH:4][CH:3]=1.[F:37][C:38]([F:51])([F:50])[S:39](O[S:39]([C:38]([F:51])([F:50])[F:37])(=[O:41])=[O:40])(=[O:41])=[O:40].C(N(CC)CC)C. The catalyst is C(Cl)Cl. The product is [CH2:1]([O:8][C:9]1[C:10]([C:30]([O:32][C:33]([CH3:36])([CH3:35])[CH3:34])=[O:31])=[N:11][C:12]([CH2:16][CH:17]2[CH2:22][CH2:21][N:20]([C:23]([O:25][C:26]([CH3:27])([CH3:28])[CH3:29])=[O:24])[CH2:19][CH2:18]2)=[N:13][C:14]=1[O:15][S:39]([C:38]([F:51])([F:50])[F:37])(=[O:41])=[O:40])[C:2]1[CH:3]=[CH:4][CH:5]=[CH:6][CH:7]=1. The yield is 0.950. (2) The reactants are [NH:1]([C:3]1[CH:11]=[CH:10][C:6]([C:7]([OH:9])=[O:8])=[CH:5][CH:4]=1)[NH2:2].[C:12]([CH2:15][C:16](=O)[CH3:17])(=O)[CH3:13]. The catalyst is C(O)C. The product is [CH3:13][C:12]1[CH:15]=[C:16]([CH3:17])[N:1]([C:3]2[CH:4]=[CH:5][C:6]([C:7]([OH:9])=[O:8])=[CH:10][CH:11]=2)[N:2]=1. The yield is 0.830.